Dataset: Reaction yield outcomes from USPTO patents with 853,638 reactions. Task: Predict the reaction yield, written as a fraction of the theoretical maximum amount of product (1.0 means a 100% yield; for example, 0.34 means a 34% yield). (1) The reactants are [CH3:1][C:2]1[CH:3]=[N:4][NH:5][CH:6]=1.[C:7](O[C:7]([O:9][C:10]([CH3:13])([CH3:12])[CH3:11])=[O:8])([O:9][C:10]([CH3:13])([CH3:12])[CH3:11])=[O:8]. The catalyst is CN(C1C=CN=CC=1)C.CC#N. The product is [C:10]([O:9][C:7]([N:4]1[CH:3]=[C:2]([CH3:1])[CH:6]=[N:5]1)=[O:8])([CH3:13])([CH3:12])[CH3:11]. The yield is 1.00. (2) The reactants are [Cl:1][C:2]1[C:3]([N:12]2[CH:16]=[C:15]([CH2:17][CH2:18][CH2:19][OH:20])[C:14]([CH:21]([CH3:23])[CH3:22])=[N:13]2)=[N:4][CH:5]=[C:6]([C:8]([F:11])([F:10])[F:9])[CH:7]=1.[CH2:24]([C:26]1[C:27](O)=[C:28]([CH2:32][C:33]([O:35][CH3:36])=[O:34])[CH:29]=[CH:30][CH:31]=1)[CH3:25].C(P(CCCC)CCCC)CCC.N(C(N1CCCCC1)=O)=NC(N1CCCCC1)=O. The catalyst is O1CCCC1. The product is [Cl:1][C:2]1[C:3]([N:12]2[CH:16]=[C:15]([CH2:17][CH2:18][CH2:19][O:20][C:27]3[C:26]([CH2:24][CH3:25])=[CH:31][CH:30]=[CH:29][C:28]=3[CH2:32][C:33]([O:35][CH3:36])=[O:34])[C:14]([CH:21]([CH3:23])[CH3:22])=[N:13]2)=[N:4][CH:5]=[C:6]([C:8]([F:10])([F:11])[F:9])[CH:7]=1. The yield is 0.480. (3) The reactants are C[O:2][C:3](=[O:24])[C:4]1[CH:9]=[CH:8][C:7]([O:10][CH2:11][C:12]2[C:13]([C:17]3[CH:22]=[CH:21][C:20]([Cl:23])=[CH:19][CH:18]=3)=[N:14][O:15][CH:16]=2)=[N:6][CH:5]=1.COC(=O)C1C=CC(OCC2C(C3C=CC(F)=CC=3)=NOC=2)=NC=1. No catalyst specified. The product is [Cl:23][C:20]1[CH:19]=[CH:18][C:17]([C:13]2[C:12]([CH2:11][O:10][C:7]3[CH:8]=[CH:9][C:4]([C:3]([OH:24])=[O:2])=[CH:5][N:6]=3)=[CH:16][O:15][N:14]=2)=[CH:22][CH:21]=1. The yield is 1.00. (4) The reactants are [F:1][C:2]1[CH:3]=[C:4]([CH:15]=[CH:16][C:17]=1[NH:18][C:19](=[O:24])[C:20]([CH3:23])([CH3:22])[CH3:21])[O:5][C:6]1[CH:11]=[CH:10][N:9]=[C:8](C(N)=O)[CH:7]=1.C(#[N:27])C. No catalyst specified. The product is [NH2:27][C:8]1[CH:7]=[C:6]([O:5][C:4]2[CH:15]=[CH:16][C:17]([NH:18][C:19](=[O:24])[C:20]([CH3:23])([CH3:22])[CH3:21])=[C:2]([F:1])[CH:3]=2)[CH:11]=[CH:10][N:9]=1. The yield is 0.700. (5) The reactants are [CH:1]1([N:4]2[CH2:9][CH2:8][N:7]([C:10]3[S:11][C:12]4[CH:18]=[C:17]([CH2:19][NH:20][S:21]([CH2:24][CH2:25][CH2:26]Cl)(=[O:23])=[O:22])[CH:16]=[CH:15][C:13]=4[N:14]=3)[CH2:6][CH2:5]2)[CH2:3][CH2:2]1.[OH-].[K+]. The catalyst is CCO. The product is [CH:1]1([N:4]2[CH2:9][CH2:8][N:7]([C:10]3[S:11][C:12]4[CH:18]=[C:17]([CH2:19][N:20]5[CH2:26][CH2:25][CH2:24][S:21]5(=[O:23])=[O:22])[CH:16]=[CH:15][C:13]=4[N:14]=3)[CH2:6][CH2:5]2)[CH2:3][CH2:2]1. The yield is 0.490. (6) The reactants are [NH2:1][C:2]1[C:3]([Cl:9])=[N:4][CH:5]=[N:6][C:7]=1Cl.C(O)CCC.C(N(CC)CC)C.[CH2:22]([NH2:29])[C:23]1[CH:28]=[CH:27][CH:26]=[CH:25][CH:24]=1. No catalyst specified. The product is [NH2:1][C:2]1[C:7]([NH:29][CH2:22][C:23]2[CH:28]=[CH:27][CH:26]=[CH:25][CH:24]=2)=[N:6][CH:5]=[N:4][C:3]=1[Cl:9]. The yield is 0.960. (7) The reactants are [CH3:1]C(C)([O-])C.[K+].[O:7]1[C:11]2[CH:12]=[CH:13][CH:14]=[CH:15][C:10]=2[CH:9]=[C:8]1[CH:16]1[CH2:21][CH2:20][CH:19]([CH:22]=[O:23])[CH2:18][CH2:17]1.IC. The catalyst is ClCCl. The product is [O:7]1[C:11]2[CH:12]=[CH:13][CH:14]=[CH:15][C:10]=2[CH:9]=[C:8]1[CH:16]1[CH2:17][CH2:18][C:19]([CH3:1])([CH:22]=[O:23])[CH2:20][CH2:21]1. The yield is 0.690. (8) The reactants are FC(F)(F)S(O[C:7]1[C:8]([C:18](=[O:20])[CH3:19])=[CH:9][C:10]([Cl:17])=[C:11]2[C:16]=1[N:15]=[CH:14][CH:13]=[CH:12]2)(=O)=O.[N:23]1[CH:28]=[CH:27][C:26]([CH2:29][N:30]2[CH2:35][CH2:34][NH:33][CH2:32][CH2:31]2)=[CH:25][CH:24]=1.C1C=CC(P(C2C=CC3C(=CC=CC=3)C=2C2C3C(=CC=CC=3)C=CC=2P(C2C=CC=CC=2)C2C=CC=CC=2)C2C=CC=CC=2)=CC=1.C(=O)([O-])[O-].[Cs+].[Cs+]. The catalyst is O1CCCC1.ClCCl.C([O-])(=O)C.[Pd+2].C([O-])(=O)C. The product is [Cl:17][C:10]1[CH:9]=[C:8]([C:18](=[O:20])[CH3:19])[C:7]([N:33]2[CH2:34][CH2:35][N:30]([CH2:29][C:26]3[CH:25]=[CH:24][N:23]=[CH:28][CH:27]=3)[CH2:31][CH2:32]2)=[C:16]2[C:11]=1[CH:12]=[CH:13][CH:14]=[N:15]2. The yield is 0.160. (9) The reactants are [CH:1]([C:3]1[CH:11]=[CH:10][C:6]([C:7]([OH:9])=[O:8])=[CH:5][C:4]=1[OH:12])=[O:2].O=S(Cl)Cl.[CH3:17]O. No catalyst specified. The product is [CH:1]([C:3]1[CH:11]=[CH:10][C:6]([C:7]([O:9][CH3:17])=[O:8])=[CH:5][C:4]=1[OH:12])=[O:2]. The yield is 1.00.